From a dataset of NCI-60 drug combinations with 297,098 pairs across 59 cell lines. Regression. Given two drug SMILES strings and cell line genomic features, predict the synergy score measuring deviation from expected non-interaction effect. Drug 2: CCCCCOC(=O)NC1=NC(=O)N(C=C1F)C2C(C(C(O2)C)O)O. Drug 1: COC1=CC(=CC(=C1O)OC)C2C3C(COC3=O)C(C4=CC5=C(C=C24)OCO5)OC6C(C(C7C(O6)COC(O7)C8=CC=CS8)O)O. Cell line: NCI-H226. Synergy scores: CSS=26.7, Synergy_ZIP=2.10, Synergy_Bliss=3.06, Synergy_Loewe=-21.5, Synergy_HSA=4.02.